This data is from Forward reaction prediction with 1.9M reactions from USPTO patents (1976-2016). The task is: Predict the product of the given reaction. Given the reactants [Br:1][C:2]1[CH:6]=[N:5][N:4]([CH3:7])[C:3]=1[NH:8][C:9]1[CH:14]=[CH:13][C:12](I)=[CH:11][CH:10]=1.[Cl:16][C:17]1[CH:22]=[CH:21][C:20](B(O)O)=[CH:19][CH:18]=1.C(=O)([O-])[O-].[Cs+].[Cs+].COCCOC, predict the reaction product. The product is: [Br:1][C:2]1[CH:6]=[N:5][N:4]([CH3:7])[C:3]=1[NH:8][C:9]1[CH:14]=[CH:13][C:12]([C:20]2[CH:21]=[CH:22][C:17]([Cl:16])=[CH:18][CH:19]=2)=[CH:11][CH:10]=1.